Predict the reaction yield, written as a fraction of the theoretical maximum amount of product (1.0 means a 100% yield; for example, 0.34 means a 34% yield). From a dataset of Reaction yield outcomes from USPTO patents with 853,638 reactions. (1) The reactants are [CH3:1][NH:2][CH2:3][C:4]1[CH:9]=[CH:8][N:7]=[CH:6][CH:5]=1.C(N(CC)CC)C.[CH3:17][O:18][C:19]1[CH:27]=[CH:26][C:22]([C:23](Cl)=[O:24])=[CH:21][CH:20]=1. The catalyst is C(Cl)Cl. The product is [CH3:17][O:18][C:19]1[CH:27]=[CH:26][C:22]([C:23]([N:2]([CH3:1])[CH2:3][C:4]2[CH:9]=[CH:8][N:7]=[CH:6][CH:5]=2)=[O:24])=[CH:21][CH:20]=1. The yield is 0.210. (2) The reactants are FC(F)(F)S(O[C:7]1[C:8]2[S:22](=[O:24])(=[O:23])[CH2:21][CH2:20][CH2:19][C:9]=2[N:10]=[C:11]([C:13]2[CH:18]=[CH:17][CH:16]=[CH:15][CH:14]=2)[N:12]=1)(=O)=O.[NH2:27][C:28]1[CH:33]=[CH:32][C:31]([CH2:34][C:35]([O:37][CH2:38][CH3:39])=[O:36])=[CH:30][CH:29]=1. No catalyst specified. The product is [O:23]=[S:22]1(=[O:24])[C:8]2[C:7]([NH:27][C:28]3[CH:29]=[CH:30][C:31]([CH2:34][C:35]([O:37][CH2:38][CH3:39])=[O:36])=[CH:32][CH:33]=3)=[N:12][C:11]([C:13]3[CH:18]=[CH:17][CH:16]=[CH:15][CH:14]=3)=[N:10][C:9]=2[CH2:19][CH2:20][CH2:21]1. The yield is 0.770. (3) The reactants are [NH:1]1[C:9]2[C:4](=[CH:5][CH:6]=[CH:7][CH:8]=2)[CH2:3][C:2]1=[O:10].[NH:11]1[C:19]2[C:14](=[CH:15][C:16]([CH:20]=O)=[CH:17][CH:18]=2)[CH:13]=[N:12]1.N1CCCCC1. The catalyst is CCO. The product is [NH:11]1[C:19]2[C:14](=[CH:15][C:16](/[CH:20]=[C:3]3/[C:2](=[O:10])[NH:1][C:9]4[C:4]/3=[CH:5][CH:6]=[CH:7][CH:8]=4)=[CH:17][CH:18]=2)[CH:13]=[N:12]1. The yield is 0.0760. (4) The catalyst is C(O)C. The yield is 0.370. The reactants are [CH3:1][C:2]1([CH3:25])[CH2:11][CH2:10][C:9]2[C:8]([N:12]3[CH2:16]CC[CH2:13]3)=[N:7][C:6]3[S:17]C4C(=O)NC=[N:20][C:19]=4[C:5]=3[C:4]=2[CH2:3]1.CNC. The product is [SH:17][C:6]1[N:7]=[C:8]([N:12]([CH3:16])[CH3:13])[C:9]2[CH2:10][CH2:11][C:2]([CH3:1])([CH3:25])[CH2:3][C:4]=2[C:5]=1[C:19]#[N:20]. (5) The reactants are [N+:1]([C:4]1[CH:14]=[CH:13][C:7]([O:8][CH2:9][C:10]([OH:12])=O)=[CH:6][CH:5]=1)([O-:3])=[O:2].[NH2:15][C:16]1[CH:17]=[C:18]([CH:22]=[CH:23][N:24]=1)[C:19]([NH2:21])=[O:20].C1CN([P+](ON2N=NC3C=CC=CC2=3)(N2CCCC2)N2CCCC2)CC1.F[P-](F)(F)(F)(F)F.CO. The catalyst is CN(C1C=CN=CC=1)C.CN(C=O)C. The product is [N+:1]([C:4]1[CH:5]=[CH:6][C:7]([O:8][CH2:9][C:10]([NH:15][C:16]2[CH:17]=[C:18]([CH:22]=[CH:23][N:24]=2)[C:19]([NH2:21])=[O:20])=[O:12])=[CH:13][CH:14]=1)([O-:3])=[O:2]. The yield is 0.500.